From a dataset of Retrosynthesis with 50K atom-mapped reactions and 10 reaction types from USPTO. Predict the reactants needed to synthesize the given product. The reactants are: CC1(C)OB(c2ccc(-c3cnc(N)nc3)c(F)c2)OC1(C)C.NCC1(S(=O)(=O)c2ccccc2Br)CCCC1. Given the product NCC1(S(=O)(=O)c2ccccc2-c2ccc(-c3cnc(N)nc3)c(F)c2)CCCC1, predict the reactants needed to synthesize it.